From a dataset of Forward reaction prediction with 1.9M reactions from USPTO patents (1976-2016). Predict the product of the given reaction. (1) The product is: [OH:21][C@H:19]([CH3:20])[CH2:18][CH2:17][CH2:16][CH2:15][N:10]1[C:11](=[O:14])[C:12]2[N:13]3[CH2:2][CH2:3][S:4][C:5]3=[N:6][C:7]=2[N:8]([CH3:23])[C:9]1=[O:22]. Given the reactants Cl[CH2:2][CH2:3][S:4][C:5]1[NH:13][C:12]2[C:11](=[O:14])[N:10]([CH2:15][CH2:16][CH2:17][CH2:18][C@H:19]([OH:21])[CH3:20])[C:9](=[O:22])[N:8]([CH3:23])[C:7]=2[N:6]=1.C(=O)([O-])[O-].[K+].[K+], predict the reaction product. (2) Given the reactants CC(C)([O-])C.[K+].[CH2:7]([O:10][C:11]([N:13]([CH2:20][CH2:21][CH2:22][C:23]([O:25][CH2:26][CH3:27])=[O:24])[C@H:14]([C:16]([O:18]C)=O)[CH3:15])=[O:12])[CH:8]=[CH2:9].P([O-])(O)(O)=O.[Na+].C(OCC)(=O)C, predict the reaction product. The product is: [CH3:15][C@H:14]1[C:16](=[O:18])[CH:22]([C:23]([O:25][CH2:26][CH3:27])=[O:24])[CH2:21][CH2:20][N:13]1[C:11]([O:10][CH2:7][CH:8]=[CH2:9])=[O:12].[CH3:15][C@H:14]1[C:16](=[O:18])[CH:22]([C:23]([O:25][CH3:26])=[O:24])[CH2:21][CH2:20][N:13]1[C:11]([O:10][CH2:7][CH:8]=[CH2:9])=[O:12]. (3) The product is: [C:3]([CH2:4][O:5][C:6]1[CH:11]=[CH:10][CH:9]=[CH:8][C:7]=1[N:12]([CH3:13])[C:14](=[O:30])[C:15]1[CH:20]=[CH:19][C:18]([Cl:21])=[C:17]([C:22]2[CH:23]=[N:24][C:25]([Cl:29])=[CH:26][C:27]=2[CH3:28])[CH:16]=1)(=[O:31])[NH2:32]. Given the reactants CO[C:3](=[O:31])[CH2:4][O:5][C:6]1[CH:11]=[CH:10][CH:9]=[CH:8][C:7]=1[N:12]([C:14](=[O:30])[C:15]1[CH:20]=[CH:19][C:18]([Cl:21])=[C:17]([C:22]2[CH:23]=[N:24][C:25]([Cl:29])=[CH:26][C:27]=2[CH3:28])[CH:16]=1)[CH3:13].[NH3:32], predict the reaction product. (4) The product is: [OH:17][CH2:16][CH2:15][O:3][C:4]1[CH:12]=[CH:11][C:7]([C:8]([OH:10])=[O:9])=[CH:6][CH:5]=1. Given the reactants [OH-].[K+].[OH:3][C:4]1[CH:12]=[CH:11][C:7]([C:8]([OH:10])=[O:9])=[CH:6][CH:5]=1.[I-].[K+].[CH2:15](Cl)[CH2:16][OH:17].Cl, predict the reaction product.